This data is from Full USPTO retrosynthesis dataset with 1.9M reactions from patents (1976-2016). The task is: Predict the reactants needed to synthesize the given product. (1) Given the product [Cl:21][C:18]1[CH:19]=[CH:20][C:11]([NH:10][C:6]2[CH:5]=[C:4]3[C:9](=[CH:8][CH:7]=2)[N:1]([C:23]2[N:24]=[N:25][C:26]([CH3:29])=[CH:27][CH:28]=2)[CH:2]=[CH:3]3)=[C:12]([CH:17]=1)[C:13]([O:15][CH3:16])=[O:14], predict the reactants needed to synthesize it. The reactants are: [NH:1]1[C:9]2[C:4](=[CH:5][C:6]([NH:10][C:11]3[CH:20]=[CH:19][C:18]([Cl:21])=[CH:17][C:12]=3[C:13]([O:15][CH3:16])=[O:14])=[CH:7][CH:8]=2)[CH:3]=[CH:2]1.I[C:23]1[N:24]=[N:25][C:26]([CH3:29])=[CH:27][CH:28]=1.P([O-])([O-])([O-])=O.[K+].[K+].[K+].CN[C@@H]1CCCC[C@H]1NC. (2) Given the product [Br:15][C:13]1[CH:12]=[CH:11][C:10]2[O:16][C:2](=[S:3])[NH:8][C:9]=2[CH:14]=1, predict the reactants needed to synthesize it. The reactants are: O(CC)[C:2]([S-])=[S:3].[K+].[NH2:8][C:9]1[CH:14]=[C:13]([Br:15])[CH:12]=[CH:11][C:10]=1[OH:16]. (3) Given the product [ClH:17].[NH2:12][C:4]1[CH:3]=[C:2]([Br:1])[C:10]([F:11])=[CH:9][C:5]=1[C:6]([OH:8])=[O:7], predict the reactants needed to synthesize it. The reactants are: [Br:1][C:2]1[C:10]([F:11])=[CH:9][C:5]([C:6]([OH:8])=[O:7])=[C:4]([N+:12]([O-])=O)[CH:3]=1.Cl.[Sn](Cl)[Cl:17]. (4) Given the product [Cl:25][C:22]1[CH:23]=[CH:24][C:19]([NH:18][C:17]2[C:16](=[O:38])[C:15](=[O:39])[C:14]=2[NH:43][C:42]2[CH:44]=[CH:45][CH:46]=[CH:47][C:41]=2[Cl:40])=[C:20]([OH:37])[C:21]=1[S:26]([N:29]1[CH2:35][CH2:34][CH2:33][N:32]([CH3:36])[CH2:31][CH2:30]1)(=[O:27])=[O:28], predict the reactants needed to synthesize it. The reactants are: C1(C2C=CC=CC=2)C=CC=CC=1.Cl[C:14]1[C:15](=[O:39])[C:16](=[O:38])[C:17]=1[NH:18][C:19]1[CH:24]=[CH:23][C:22]([Cl:25])=[C:21]([S:26]([N:29]2[CH2:35][CH2:34][CH2:33][N:32]([CH3:36])[CH2:31][CH2:30]2)(=[O:28])=[O:27])[C:20]=1[OH:37].[Cl:40][C:41]1[CH:47]=[CH:46][CH:45]=[CH:44][C:42]=1[NH2:43]. (5) The reactants are: [Br:1][C:2]1[CH:3]=[C:4]([NH2:17])[C:5]([N:8]([CH2:13][CH:14]([CH3:16])[CH3:15])[CH2:9][CH:10]([CH3:12])[CH3:11])=[CH:6][CH:7]=1.[N:18]([C:21]1[CH:26]=[CH:25][C:24]([CH3:27])=[CH:23][CH:22]=1)=[C:19]=[O:20]. Given the product [Br:1][C:2]1[CH:7]=[CH:6][C:5]([N:8]([CH2:13][CH:14]([CH3:16])[CH3:15])[CH2:9][CH:10]([CH3:12])[CH3:11])=[C:4]([NH:17][C:19]([NH:18][C:21]2[CH:26]=[CH:25][C:24]([CH3:27])=[CH:23][CH:22]=2)=[O:20])[CH:3]=1, predict the reactants needed to synthesize it. (6) Given the product [F:1][C:2]1[CH:7]=[CH:6][CH:5]=[CH:4][C:3]=1[N:8]1[C:16]2[C:11](=[C:12]([N:17]3[CH2:21][CH2:20][N:19]([CH2:27][C:28]4[CH:33]=[CH:32][CH:31]=[CH:30][N:29]=4)[C:18]3=[O:22])[CH:13]=[CH:14][CH:15]=2)[CH:10]=[N:9]1, predict the reactants needed to synthesize it. The reactants are: [F:1][C:2]1[CH:7]=[CH:6][CH:5]=[CH:4][C:3]=1[N:8]1[C:16]2[C:11](=[C:12]([N:17]3[CH2:21][CH2:20][NH:19][C:18]3=[O:22])[CH:13]=[CH:14][CH:15]=2)[CH:10]=[N:9]1.[H-].[Na+].Br.Br[CH2:27][C:28]1[CH:33]=[CH:32][CH:31]=[CH:30][N:29]=1.